From a dataset of Catalyst prediction with 721,799 reactions and 888 catalyst types from USPTO. Predict which catalyst facilitates the given reaction. (1) Reactant: C(OC([NH:8][CH:9]([C:21]1[CH:26]=[CH:25][C:24]([Cl:27])=[CH:23][CH:22]=1)[C:10]([O:12][C@@H:13]1[CH:18]2[CH2:19][CH2:20][N:15]([CH2:16][CH2:17]2)[CH2:14]1)=[O:11])=O)(C)(C)C.[ClH:28]. Product: [ClH:27].[ClH:28].[NH2:8][CH:9]([C:21]1[CH:22]=[CH:23][C:24]([Cl:27])=[CH:25][CH:26]=1)[C:10]([O:12][C@@H:13]1[CH:18]2[CH2:17][CH2:16][N:15]([CH2:20][CH2:19]2)[CH2:14]1)=[O:11]. The catalyst class is: 1. (2) Reactant: C(ON[C:10]([C@H:12]1[C@@H:17]([OH:18])[C@H:16]([OH:19])[C@@H:15]([OH:20])[CH2:14][N:13]1[S:21]([C:24]1[CH:29]=[CH:28][C:27]([O:30][C:31]2[CH:36]=[CH:35][CH:34]=[CH:33][CH:32]=2)=[CH:26][CH:25]=1)(=[O:23])=[O:22])=[O:11])C1C=CC=CC=1.C[OH:38]. Product: [OH:18][C@H:17]1[C@H:16]([OH:19])[C@H:15]([OH:20])[CH2:14][N:13]([S:21]([C:24]2[CH:25]=[CH:26][C:27]([O:30][C:31]3[CH:32]=[CH:33][CH:34]=[CH:35][CH:36]=3)=[CH:28][CH:29]=2)(=[O:22])=[O:23])[C@H:12]1[C:10]([OH:11])=[O:38]. The catalyst class is: 45. (3) Reactant: [Br:1][C:2]1[CH:10]=[C:9]2[C:5]([C:6]([CH3:11])=[N:7][NH:8]2)=[CH:4][CH:3]=1.C(N(CC)CC)C.[C:19](O[C:19]([O:21][C:22]([CH3:25])([CH3:24])[CH3:23])=[O:20])([O:21][C:22]([CH3:25])([CH3:24])[CH3:23])=[O:20]. Product: [Br:1][C:2]1[CH:10]=[C:9]2[C:5]([C:6]([CH3:11])=[N:7][N:8]2[C:19]([O:21][C:22]([CH3:25])([CH3:24])[CH3:23])=[O:20])=[CH:4][CH:3]=1. The catalyst class is: 112. (4) Product: [C:35]([O:34][CH2:38][CH3:37])(=[O:17])[CH3:36].[CH2:35]([OH:34])[CH3:36].[NH3:8]. Reactant: F[P-](F)(F)(F)(F)F.[N:8]1([O:17]C(N(C)C)=[N+](C)C)C2N=CC=CC=2N=N1.C(N(C(C)C)C(C)C)C.[O:34]1[CH2:38][CH2:37][CH2:36][CH2:35]1. The catalyst class is: 13. (5) Reactant: I[C:2]1[CH:3]=[C:4]([NH:8][C:9](=[O:15])[O:10][C:11]([CH3:14])([CH3:13])[CH3:12])[CH:5]=[N:6][CH:7]=1.[NH2:16][C:17]1[N:22]=[CH:21][C:20]([C:23]#[CH:24])=[CH:19][N:18]=1.CCN(CC)CC. Product: [NH2:16][C:17]1[N:22]=[CH:21][C:20]([C:23]#[C:24][C:2]2[CH:3]=[C:4]([NH:8][C:9](=[O:15])[O:10][C:11]([CH3:14])([CH3:13])[CH3:12])[CH:5]=[N:6][CH:7]=2)=[CH:19][N:18]=1. The catalyst class is: 122. (6) Reactant: [Br:1][C:2]1[S:6][C:5]([C:7]2([CH2:16][C:17]([O:19][C:20]([CH3:23])([CH3:22])[CH3:21])=[O:18])[S:13](=[O:15])(=[O:14])[CH2:12][CH2:11][NH:10][CH2:9][CH2:8]2)=[CH:4][CH:3]=1.[C@@:24]12([CH2:34][S:35]([OH:38])(=[O:37])=[O:36])[C:31]([CH3:33])([CH3:32])[CH:28]([CH2:29][CH2:30]1)[CH2:27][C:25]2=[O:26]. Product: [Br:1][C:2]1[S:6][C:5]([C@:7]2([CH2:16][C:17]([O:19][C:20]([CH3:23])([CH3:22])[CH3:21])=[O:18])[S:13](=[O:15])(=[O:14])[CH2:12][CH2:11][NH:10][CH2:9][CH2:8]2)=[CH:4][CH:3]=1.[C@@:24]12([CH2:34][S:35]([O-:38])(=[O:36])=[O:37])[C:31]([CH3:33])([CH3:32])[CH:28]([CH2:29][CH2:30]1)[CH2:27][C:25]2=[O:26]. The catalyst class is: 8.